Regression. Given two drug SMILES strings and cell line genomic features, predict the synergy score measuring deviation from expected non-interaction effect. From a dataset of NCI-60 drug combinations with 297,098 pairs across 59 cell lines. (1) Drug 1: CN(C)C1=NC(=NC(=N1)N(C)C)N(C)C. Drug 2: CCN(CC)CCNC(=O)C1=C(NC(=C1C)C=C2C3=C(C=CC(=C3)F)NC2=O)C. Cell line: SNB-75. Synergy scores: CSS=-6.19, Synergy_ZIP=3.04, Synergy_Bliss=1.16, Synergy_Loewe=-4.10, Synergy_HSA=-3.58. (2) Drug 1: CC1C(C(CC(O1)OC2CC(OC(C2O)C)OC3=CC4=CC5=C(C(=O)C(C(C5)C(C(=O)C(C(C)O)O)OC)OC6CC(C(C(O6)C)O)OC7CC(C(C(O7)C)O)OC8CC(C(C(O8)C)O)(C)O)C(=C4C(=C3C)O)O)O)O. Drug 2: B(C(CC(C)C)NC(=O)C(CC1=CC=CC=C1)NC(=O)C2=NC=CN=C2)(O)O. Cell line: NCI-H226. Synergy scores: CSS=32.1, Synergy_ZIP=-2.36, Synergy_Bliss=-3.45, Synergy_Loewe=-8.59, Synergy_HSA=-1.03. (3) Drug 1: CN(C)C1=NC(=NC(=N1)N(C)C)N(C)C. Drug 2: C1C(C(OC1N2C=C(C(=O)NC2=O)F)CO)O. Cell line: SF-295. Synergy scores: CSS=41.4, Synergy_ZIP=2.23, Synergy_Bliss=1.83, Synergy_Loewe=-0.974, Synergy_HSA=3.33. (4) Synergy scores: CSS=47.8, Synergy_ZIP=-1.32, Synergy_Bliss=5.38, Synergy_Loewe=7.93, Synergy_HSA=8.98. Drug 2: N.N.Cl[Pt+2]Cl. Drug 1: C1=CC=C(C=C1)NC(=O)CCCCCCC(=O)NO. Cell line: T-47D. (5) Drug 1: C1CC(C1)(C(=O)O)C(=O)O.[NH2-].[NH2-].[Pt+2]. Drug 2: C1CN(CCN1C(=O)CCBr)C(=O)CCBr. Cell line: IGROV1. Synergy scores: CSS=27.6, Synergy_ZIP=-7.99, Synergy_Bliss=-0.281, Synergy_Loewe=2.98, Synergy_HSA=4.17.